Task: Predict the reactants needed to synthesize the given product.. Dataset: Full USPTO retrosynthesis dataset with 1.9M reactions from patents (1976-2016) Given the product [C:1]([O:4][CH:5]([CH3:18])[C:6](=[O:17])[CH:7]1[CH2:11][CH2:10][CH2:9][C:8]1=[O:21])(=[O:3])[CH3:2], predict the reactants needed to synthesize it. The reactants are: [C:1]([O:4][CH:5]([CH3:18])[C:6](=[O:17])[C:7]1[CH2:11][CH2:10][CH2:9][C:8]=1N1CCCC1)(=[O:3])[CH3:2].C(O)(=[O:21])C.